Dataset: Forward reaction prediction with 1.9M reactions from USPTO patents (1976-2016). Task: Predict the product of the given reaction. (1) Given the reactants Br[CH:2]1[C:7](=[O:8])[CH2:6][CH2:5][CH2:4][C:3]1=O.[CH3:10][NH:11][C:12]([NH2:14])=[S:13], predict the reaction product. The product is: [CH3:10][NH:11][C:12]1[S:13][C:2]2[C:7](=[O:8])[CH2:6][CH2:5][CH2:4][C:3]=2[N:14]=1. (2) Given the reactants C(S)[C@@H](O)[C@H](O)CS.CC(O)=O.C(O)C(N)(CO)CO.[CH3:21][CH2:22][CH2:23][CH2:24][CH2:25][CH2:26][CH2:27][CH2:28][CH2:29][CH2:30][CH2:31][CH2:32][O:33][S:34]([O-:37])(=[O:36])=[O:35].[Na+:38], predict the reaction product. The product is: [CH3:21][CH2:22][CH2:23][CH2:24][CH2:25][CH2:26][CH2:27][CH2:28][CH2:29][CH2:30][CH2:31][CH2:32][O:33][S:34]([O-:37])(=[O:36])=[O:35].[Na+:38]. (3) Given the reactants [CH3:1][C:2]1[CH:7]=[C:6]([O:8][CH2:9][CH2:10][CH2:11][S:12]([CH3:15])(=[O:14])=[O:13])[CH:5]=[C:4]([CH3:16])[C:3]=1[C:17]1[CH:22]=[CH:21][CH:20]=[C:19]([CH:23]=[O:24])[CH:18]=1.CO.[BH4-].[Na+].Cl, predict the reaction product. The product is: [CH3:16][C:4]1[CH:5]=[C:6]([O:8][CH2:9][CH2:10][CH2:11][S:12]([CH3:15])(=[O:14])=[O:13])[CH:7]=[C:2]([CH3:1])[C:3]=1[C:17]1[CH:22]=[CH:21][CH:20]=[C:19]([CH2:23][OH:24])[CH:18]=1. (4) Given the reactants [NH2:1][C:2]1[CH:3]=[C:4]([CH2:16][C:17]([NH:19][C:20]2[CH:25]=[CH:24][CH:23]=[C:22]([CH:26]3[CH2:31][CH2:30][CH2:29][CH2:28][CH2:27]3)[CH:21]=2)=[O:18])[CH:5]=[CH:6][C:7]=1[O:8][CH2:9][C:10]1[CH:15]=[CH:14][CH:13]=[CH:12][CH:11]=1.[CH3:32][S:33](Cl)(=[O:35])=[O:34].O, predict the reaction product. The product is: [CH2:9]([O:8][C:7]1[CH:6]=[CH:5][C:4]([CH2:16][C:17]([NH:19][C:20]2[CH:25]=[CH:24][CH:23]=[C:22]([CH:26]3[CH2:31][CH2:30][CH2:29][CH2:28][CH2:27]3)[CH:21]=2)=[O:18])=[CH:3][C:2]=1[NH:1][S:33]([CH3:32])(=[O:35])=[O:34])[C:10]1[CH:11]=[CH:12][CH:13]=[CH:14][CH:15]=1. (5) The product is: [Br:4][C:5]1[C:10]2=[CH:11][CH:12]=[C:13]3[C:22]([CH:21]=[C:20]4[C:15]([C:16]([Br:24])=[CH:17][CH:18]=[CH:19]4)=[CH:14]3)=[C:9]2[CH:8]=[CH:7][CH:6]=1. Given the reactants [PH2](O)=O.[Br:4][C:5]1[C:10]2=[CH:11][CH:12]=[C:13]3[C:22]([C:21](=O)[C:20]4[C:15](=[C:16]([Br:24])[CH:17]=[CH:18][CH:19]=4)[C:14]3=O)=[C:9]2[CH:8]=[CH:7][CH:6]=1.I, predict the reaction product. (6) Given the reactants Cl[C:2]1[N:7]=[CH:6][C:5]([CH:8]=[O:9])=[CH:4][CH:3]=1.[CH:10]1([NH:13][C:14](=[O:22])[C:15]2[CH:20]=[CH:19][C:18]([OH:21])=[CH:17][CH:16]=2)[CH2:12][CH2:11]1.C([O-])([O-])=O.[K+].[K+], predict the reaction product. The product is: [CH:10]1([NH:13][C:14](=[O:22])[C:15]2[CH:20]=[CH:19][C:18]([O:21][C:2]3[CH:3]=[CH:4][C:5]([CH:8]=[O:9])=[CH:6][N:7]=3)=[CH:17][CH:16]=2)[CH2:11][CH2:12]1.